This data is from Peptide-MHC class I binding affinity with 185,985 pairs from IEDB/IMGT. The task is: Regression. Given a peptide amino acid sequence and an MHC pseudo amino acid sequence, predict their binding affinity value. This is MHC class I binding data. (1) The peptide sequence is SLVWAPLILAYF. The MHC is HLA-B08:01 with pseudo-sequence HLA-B08:01. The binding affinity (normalized) is 0. (2) The peptide sequence is ASSEPHCAL. The MHC is HLA-A29:02 with pseudo-sequence HLA-A29:02. The binding affinity (normalized) is 0.0847. (3) The peptide sequence is IVDCLTEMY. The MHC is HLA-A11:01 with pseudo-sequence HLA-A11:01. The binding affinity (normalized) is 0.297. (4) The peptide sequence is QWSPGPGRL. The MHC is HLA-A26:02 with pseudo-sequence HLA-A26:02. The binding affinity (normalized) is 0.0847.